This data is from Drug-target binding data from BindingDB using Kd measurements. The task is: Regression. Given a target protein amino acid sequence and a drug SMILES string, predict the binding affinity score between them. We predict pKd (pKd = -log10(Kd in M); higher means stronger binding). Dataset: bindingdb_kd. The drug is CCOc1cc2ncc(C#N)c(Nc3ccc(OCc4cccc(F)c4)c(Cl)c3)c2cc1NC(=O)CC1CCSS1. The target protein sequence is MRPSGTAGAALLALLAALCPASRALEEKKVCQGTSNKLTQLGTFEDHFLSLQRMFNNCEVVLGNLEITYVQRNYDLSFLKTIQEVAGYVLIALNTVERIPLENLQIIRGNMYYENSYALAVLSNYDANKTGLKELPMRNLQEILHGAVRFSNNPALCNVESIQWRDIVSSDFLSNMSMDFQNHLGSCQKCDPSCPNGSCWGAGEENCQKLTKIICAQQCSGRCRGKSPSDCCHNQCAAGCTGPRESDCLVCRKFRDEATCKDTCPPLMLYNPTTYQMDVNPEGKYSFGATCVKKCPRNYVVTDHGSCVRACGADSYEMEEDGVRKCKKCEGPCRKVCNGIGIGEFKDSLSINATNIKHFKNCTSISGDLHILPVAFRGDSFTHTPPLDPQELDILKTVKEITGFLLIQAWPENRTDLHAFENLEIIRGRTKQHGQFSLAVVSLNITSLGLRSLKEISDGDVIISGNKNLCYANTINWKKLFGTSGQKTKIISNRGENSCK.... The pKd is 7.3.